Dataset: Full USPTO retrosynthesis dataset with 1.9M reactions from patents (1976-2016). Task: Predict the reactants needed to synthesize the given product. (1) Given the product [CH2:38]([O:40][C:41]1[N:46]=[C:45]([CH3:47])[C:44]([NH:48][C:1](=[O:27])[O:2][CH2:3][C@@H:4]([N:8]2[CH:13]=[C:12]([Cl:14])[N:11]=[C:10]([NH:15][C:16]3[C:17]([CH3:25])=[N:18][C:19]([O:23][CH3:24])=[C:20]([CH3:22])[CH:21]=3)[C:9]2=[O:26])[CH:5]2[CH2:7][CH2:6]2)=[CH:43][C:42]=1[CH3:49])[CH3:39], predict the reactants needed to synthesize it. The reactants are: [C:1](=O)([O:27]C1C=CC([N+]([O-])=O)=CC=1)[O:2][CH2:3][C@@H:4]([N:8]1[CH:13]=[C:12]([Cl:14])[N:11]=[C:10]([NH:15][C:16]2[C:17]([CH3:25])=[N:18][C:19]([O:23][CH3:24])=[C:20]([CH3:22])[CH:21]=2)[C:9]1=[O:26])[CH:5]1[CH2:7][CH2:6]1.[CH2:38]([O:40][C:41]1[N:46]=[C:45]([CH3:47])[C:44]([NH2:48])=[CH:43][C:42]=1[CH3:49])[CH3:39].C1C=CC2N(O)N=NC=2C=1.C(N(CC)CC)C.Cl. (2) Given the product [Si:12]([O:11][C:10]1[CH:19]=[CH:20][C:7]([B:23]([OH:28])[OH:24])=[C:8]([O:21][CH3:22])[CH:9]=1)([C:15]([CH3:18])([CH3:17])[CH3:16])([CH3:14])[CH3:13], predict the reactants needed to synthesize it. The reactants are: C([Li])CCC.Br[C:7]1[CH:20]=[CH:19][C:10]([O:11][Si:12]([C:15]([CH3:18])([CH3:17])[CH3:16])([CH3:14])[CH3:13])=[CH:9][C:8]=1[O:21][CH3:22].[B:23](OC(C)C)([O:28]C(C)C)[O:24]C(C)C.Cl. (3) Given the product [OH:31][C:30]([CH3:33])([CH2:32][OH:37])[CH2:29][O:28][C:24]1[CH:23]=[C:22]([CH:27]=[CH:26][CH:25]=1)[O:21][C:8]1[C:9]([NH:11][S:12]([C:15]2[N:16]=[CH:17][N:18]([CH3:20])[CH:19]=2)(=[O:14])=[O:13])=[CH:10][C:5]2[N:4]([CH3:34])[C:3](=[O:35])[N:2]([CH3:1])[C:6]=2[CH:7]=1, predict the reactants needed to synthesize it. The reactants are: [CH3:1][N:2]1[C:6]2[CH:7]=[C:8]([O:21][C:22]3[CH:27]=[CH:26][CH:25]=[C:24]([O:28][CH2:29][C:30]4([CH3:33])[CH2:32][O:31]4)[CH:23]=3)[C:9]([NH:11][S:12]([C:15]3[N:16]=[CH:17][N:18]([CH3:20])[CH:19]=3)(=[O:14])=[O:13])=[CH:10][C:5]=2[N:4]([CH3:34])[C:3]1=[O:35].S(=O)(=O)(O)[OH:37]. (4) The reactants are: [CH2:1]([N:8]1[CH2:13][CH2:12][NH:11][CH2:10][CH2:9]1)[C:2]1[CH:7]=[CH:6][CH:5]=[CH:4][CH:3]=1.[C:14](Cl)(=[O:20])[CH2:15][CH2:16][CH2:17][CH2:18][CH3:19].C(N(CC)CC)C. Given the product [CH2:1]([N:8]1[CH2:13][CH2:12][N:11]([C:14](=[O:20])[CH2:15][CH2:16][CH2:17][CH2:18][CH3:19])[CH2:10][CH2:9]1)[C:2]1[CH:3]=[CH:4][CH:5]=[CH:6][CH:7]=1, predict the reactants needed to synthesize it. (5) Given the product [CH:12]1([O:11][C:9]([O:21][C:20]2[CH:22]=[CH:23][CH:24]=[CH:25][C:19]=2[CH:18]=[O:26])=[O:10])[CH2:17][CH2:16][CH2:15][CH2:14][CH2:13]1, predict the reactants needed to synthesize it. The reactants are: C(N(CC)CC)C.Cl[C:9]([O:11][CH:12]1[CH2:17][CH2:16][CH2:15][CH2:14][CH2:13]1)=[O:10].[CH:18](=[O:26])[C:19]1[C:20](=[CH:22][CH:23]=[CH:24][CH:25]=1)[OH:21].O.